Task: Predict the reactants needed to synthesize the given product.. Dataset: Full USPTO retrosynthesis dataset with 1.9M reactions from patents (1976-2016) (1) Given the product [F:2][C:3]1[CH:4]=[C:5]([CH2:13][C:14]([NH:16][C:17]2[CH:26]=[CH:25][CH:24]=[C:23]3[C:18]=2[CH2:19][CH2:20][N:21]([CH2:31][CH:29]([OH:30])[CH2:27][CH3:28])[CH2:22]3)=[O:15])[CH:6]=[CH:7][C:8]=1[C:9]([F:10])([F:12])[F:11], predict the reactants needed to synthesize it. The reactants are: Cl.[F:2][C:3]1[CH:4]=[C:5]([CH2:13][C:14]([NH:16][C:17]2[CH:26]=[CH:25][CH:24]=[C:23]3[C:18]=2[CH2:19][CH2:20][NH:21][CH2:22]3)=[O:15])[CH:6]=[CH:7][C:8]=1[C:9]([F:12])([F:11])[F:10].[CH2:27]([CH:29]1[CH2:31][O:30]1)[CH3:28].[F-].[K+].C(=O)([O-])[O-].[K+].[K+].CC(C)=O. (2) The reactants are: [C:1]1([CH:7]([C:13]2[CH:18]=[CH:17][CH:16]=[CH:15][CH:14]=2)[C:8]([N:10]=[C:11]=[O:12])=[O:9])[CH:6]=[CH:5][CH:4]=[CH:3][CH:2]=1.[CH:19]1([OH:25])[CH2:24][CH2:23][CH2:22][CH2:21][CH2:20]1. Given the product [CH:19]1([O:25][C:11](=[O:12])[NH:10][C:8](=[O:9])[CH:7]([C:1]2[CH:6]=[CH:5][CH:4]=[CH:3][CH:2]=2)[C:13]2[CH:18]=[CH:17][CH:16]=[CH:15][CH:14]=2)[CH2:24][CH2:23][CH2:22][CH2:21][CH2:20]1, predict the reactants needed to synthesize it. (3) Given the product [CH3:26][Si:2]([CH3:1])([CH3:25])[CH2:3][CH2:4][O:5][CH2:6][N:7]1[CH:11]=[C:10]([C:12]2[N:17]3[CH:18]=[CH:19][N:20]=[C:16]3[CH:15]=[C:14]([C:21]([NH:31][NH2:32])=[O:23])[N:13]=2)[CH:9]=[N:8]1, predict the reactants needed to synthesize it. The reactants are: [CH3:1][Si:2]([CH3:26])([CH3:25])[CH2:3][CH2:4][O:5][CH2:6][N:7]1[CH:11]=[C:10]([C:12]2[N:17]3[CH:18]=[CH:19][N:20]=[C:16]3[CH:15]=[C:14]([C:21]([O:23]C)=O)[N:13]=2)[CH:9]=[N:8]1.CCO.O.[NH2:31][NH2:32]. (4) Given the product [N:17]1[CH:18]=[CH:19][C:14]([C:28]2[CH:33]=[CH:32][C:31]([NH:34][C:35](=[O:37])[CH3:36])=[CH:30][CH:29]=2)=[CH:15][CH:16]=1, predict the reactants needed to synthesize it. The reactants are: C([O-])([O-])=O.[Na+].[Na+].C1COCC1.Cl.Br[C:14]1[CH:19]=[CH:18][N:17]=[CH:16][CH:15]=1.CC1(C)C(C)(C)OB([C:28]2[CH:33]=[CH:32][C:31]([NH:34][C:35](=[O:37])[CH3:36])=[CH:30][CH:29]=2)O1. (5) Given the product [F:31][C:25]1[CH:26]=[C:27]([F:30])[CH:28]=[CH:29][C:24]=1[C:22]1[N:18]=[C:17]([C@H:13]2[CH2:14][CH2:15][CH2:16][NH:11][CH2:12]2)[O:19][CH:21]=1, predict the reactants needed to synthesize it. The reactants are: C(OC([N:11]1[CH2:16][CH2:15][CH2:14][C@H:13]([C:17](=[O:19])[NH2:18])[CH2:12]1)=O)C1C=CC=CC=1.Br[CH2:21][C:22]([C:24]1[CH:29]=[CH:28][C:27]([F:30])=[CH:26][C:25]=1[F:31])=O. (6) Given the product [C:12]([CH2:14][C:15]([NH:4][C:3]1[C:5]([N+:9]([O-:11])=[O:10])=[CH:6][CH:7]=[CH:8][C:2]=1[CH3:1])=[O:16])#[N:13], predict the reactants needed to synthesize it. The reactants are: [CH3:1][C:2]1[CH:8]=[CH:7][CH:6]=[C:5]([N+:9]([O-:11])=[O:10])[C:3]=1[NH2:4].[C:12]([CH2:14][C:15](O)=[O:16])#[N:13].P(Cl)(Cl)(Cl)(Cl)Cl.